From a dataset of Reaction yield outcomes from USPTO patents with 853,638 reactions. Predict the reaction yield, written as a fraction of the theoretical maximum amount of product (1.0 means a 100% yield; for example, 0.34 means a 34% yield). (1) The reactants are [C:1]1([C:7]2[N:11]=[C:10]([N:12]3[CH2:17][CH2:16][NH:15][CH2:14][CH2:13]3)[S:9][N:8]=2)[CH:6]=[CH:5][CH:4]=[CH:3][CH:2]=1.C(N(CC)CC)C.[N:25]1[CH:30]=[CH:29][CH:28]=[C:27]([N:31]=[C:32]=[S:33])[CH:26]=1. The catalyst is O1CCCC1. The product is [C:1]1([C:7]2[N:11]=[C:10]([N:12]3[CH2:17][CH2:16][N:15]([C:32](=[S:33])[NH:31][C:27]4[CH:26]=[N:25][CH:30]=[CH:29][CH:28]=4)[CH2:14][CH2:13]3)[S:9][N:8]=2)[CH:2]=[CH:3][CH:4]=[CH:5][CH:6]=1. The yield is 0.610. (2) The reactants are [F:1][C:2]1[CH:15]=[CH:14][C:5]([CH2:6][S:7]([CH2:10][C:11](O)=O)(=[O:9])=[O:8])=[CH:4][CH:3]=1.[F:16][C:17]1[CH:24]=[C:23]([F:25])[CH:22]=[CH:21][C:18]=1C=O. No catalyst specified. The product is [F:1][C:2]1[CH:15]=[CH:14][C:5]([CH2:6][S:7](/[CH:10]=[CH:11]/[C:22]2[CH:21]=[CH:18][C:17]([F:16])=[CH:24][C:23]=2[F:25])(=[O:9])=[O:8])=[CH:4][CH:3]=1. The yield is 0.680. (3) The reactants are [CH3:1][N:2]1[C:6]2[CH:7]=[C:8]([OH:11])[CH:9]=[CH:10][C:5]=2[N:4]=[CH:3]1.C(=O)([O-])[O-].[K+].[K+].C1C=CC(N([S:25]([C:28]([F:31])([F:30])[F:29])(=[O:27])=[O:26])[S:25]([C:28]([F:31])([F:30])[F:29])(=[O:27])=[O:26])=CC=1. The catalyst is C1COCC1. The product is [CH3:1][N:2]1[C:6]2[CH:7]=[C:8]([O:11][S:25]([C:28]([F:31])([F:30])[F:29])(=[O:27])=[O:26])[CH:9]=[CH:10][C:5]=2[N:4]=[CH:3]1. The yield is 0.510. (4) The reactants are [NH2:1]/[C:2](=[N:27]\[OH:28])/[C:3](=[N:10]\[O:11][CH2:12][C:13]1[N:18]=[C:17]([NH:19][C:20](=[O:26])[O:21][C:22]([CH3:25])([CH3:24])[CH3:23])[CH:16]=[CH:15][CH:14]=1)/[C:4]1[CH:9]=[CH:8][CH:7]=[CH:6][CH:5]=1.C1N=CN([C:34](N2C=NC=C2)=[O:35])C=1. The yield is 0.530. The catalyst is C(#N)C. The product is [O:35]=[C:34]1[O:28][N:27]=[C:2](/[C:3](=[N:10]\[O:11][CH2:12][C:13]2[N:18]=[C:17]([NH:19][C:20](=[O:26])[O:21][C:22]([CH3:24])([CH3:25])[CH3:23])[CH:16]=[CH:15][CH:14]=2)/[C:4]2[CH:5]=[CH:6][CH:7]=[CH:8][CH:9]=2)[NH:1]1. (5) The reactants are C(=O)([O-])[O-].[K+].[K+].Cl[C:8]1[CH:13]=[CH:12][C:11](/[CH:14]=[CH:15]/[C:16]2[CH:21]=[CH:20][C:19]([N+:22]([O-:24])=[O:23])=[CH:18][CH:17]=2)=[CH:10][N:9]=1.[CH2:25]([OH:34])[CH2:26][O:27][CH2:28][CH2:29][O:30][CH2:31][CH2:32][OH:33].O. The catalyst is CN(C=O)C. The product is [OH:34][CH2:25][CH2:26][O:27][CH2:28][CH2:29][O:30][CH2:31][CH2:32][O:33][C:8]1[CH:13]=[CH:12][C:11](/[CH:14]=[CH:15]/[C:16]2[CH:21]=[CH:20][C:19]([N+:22]([O-:24])=[O:23])=[CH:18][CH:17]=2)=[CH:10][N:9]=1. The yield is 0.770. (6) The reactants are [CH3:1][O:2][C:3](=[O:29])[CH:4]([CH2:24][CH:25]=[CH:26][CH2:27]Br)[CH2:5][C:6]([CH3:23])=[CH:7][CH2:8][C:9]1[C:10]([OH:22])=[C:11]2[C:15](=[C:16]([CH3:20])[C:17]=1[O:18][CH3:19])[CH2:14][O:13][C:12]2=[O:21].[CH2:30]([O:32][P:33]([O:37]CC)[O:34][CH2:35][CH3:36])[CH3:31]. The catalyst is C1(C)C=CC=CC=1. The product is [CH3:1][O:2][C:3](=[O:29])[CH:4]([CH2:24][CH:25]=[CH:26][CH2:27][P:33]([O:34][CH2:35][CH3:36])([O:32][CH2:30][CH3:31])=[O:37])[CH2:5][C:6]([CH3:23])=[CH:7][CH2:8][C:9]1[C:10]([OH:22])=[C:11]2[C:15](=[C:16]([CH3:20])[C:17]=1[O:18][CH3:19])[CH2:14][O:13][C:12]2=[O:21]. The yield is 0.430. (7) The reactants are Cl[CH2:2][CH2:3][CH2:4][O:5][C:6]([N:8]1[CH2:12][CH:11]([N:13]([CH2:15][C:16]2[CH:21]=[CH:20][C:19]([C:22]([F:25])([F:24])[F:23])=[C:18]([F:26])[CH:17]=2)[CH3:14])[CH:10]([C:27]2[CH:32]=[CH:31][C:30]([Cl:33])=[C:29]([Cl:34])[CH:28]=2)[CH2:9]1)=[O:7].[C-:35]#[N:36].[K+]. The catalyst is CN(C=O)C. The product is [C:35]([CH2:2][CH2:3][CH2:4][O:5][C:6]([N:8]1[CH2:12][CH:11]([N:13]([CH2:15][C:16]2[CH:21]=[CH:20][C:19]([C:22]([F:23])([F:24])[F:25])=[C:18]([F:26])[CH:17]=2)[CH3:14])[CH:10]([C:27]2[CH:32]=[CH:31][C:30]([Cl:33])=[C:29]([Cl:34])[CH:28]=2)[CH2:9]1)=[O:7])#[N:36]. The yield is 0.450. (8) The yield is 0.986. The product is [CH2:7]([C@H:2]1[CH2:1][O:6][C:4](=[O:5])[N:3]1[C:21](=[O:22])[CH2:20][Br:19])[C:8]1[CH:9]=[CH:10][CH:11]=[CH:12][CH:13]=1. The reactants are [CH2:1]1[O:6][C:4](=[O:5])[NH:3][CH:2]1[CH2:7][C:8]1[CH:13]=[CH:12][CH:11]=[CH:10][CH:9]=1.[Li]CCCC.[Br:19][CH2:20][C:21](Br)=[O:22].CCOC(C)=O.CCCCCC. The catalyst is C1COCC1.C(OCC)(=O)C.